This data is from Full USPTO retrosynthesis dataset with 1.9M reactions from patents (1976-2016). The task is: Predict the reactants needed to synthesize the given product. (1) Given the product [ClH:22].[ClH:22].[N:19]1[CH:20]=[CH:21][C:16]([NH:15][CH2:14][CH:11]2[CH2:12][CH2:13][NH:8][CH2:9][CH2:10]2)=[CH:17][CH:18]=1, predict the reactants needed to synthesize it. The reactants are: C([N:8]1[CH2:13][CH2:12][CH:11]([CH2:14][NH:15][C:16]2[CH:21]=[CH:20][N:19]=[CH:18][CH:17]=2)[CH2:10][CH2:9]1)(OC(C)(C)C)=O.[ClH:22]. (2) Given the product [CH:1]1([N:6]2[C:10]3[N:11]=[C:12]([NH:15][C:16]4[CH:21]=[CH:20][C:19]([N:22]5[CH2:26][CH2:25][C@@H:24]([OH:27])[CH2:23]5)=[CH:18][N:17]=4)[N:13]=[CH:14][C:9]=3[C:8]3[CH:35]=[CH:36][C:37](=[O:40])[N:38]([CH3:39])[C:7]2=3)[CH2:2][CH2:3][CH2:4][CH2:5]1, predict the reactants needed to synthesize it. The reactants are: [CH:1]1([N:6]2[C:10]3[N:11]=[C:12]([NH:15][C:16]4[CH:21]=[CH:20][C:19]([N:22]5[CH2:26][CH2:25][C@@H:24]([O:27][Si](C(C)(C)C)(C)C)[CH2:23]5)=[CH:18][N:17]=4)[N:13]=[CH:14][C:9]=3[C:8]3[CH:35]=[CH:36][C:37](=[O:40])[N:38]([CH3:39])[C:7]2=3)[CH2:5][CH2:4][CH2:3][CH2:2]1.[F-].C([N+](CCCC)(CCCC)CCCC)CCC.C([O-])(O)=O.[Na+].C(OCC)C. (3) Given the product [CH2:1]([N:8]([CH3:29])[C:9](=[O:28])[CH2:10][CH2:11][CH2:12][O:13][C:14]1[CH:15]=[CH:16][C:17]([OH:20])=[CH:18][CH:19]=1)[C:2]1[CH:7]=[CH:6][CH:5]=[CH:4][CH:3]=1, predict the reactants needed to synthesize it. The reactants are: [CH2:1]([N:8]([CH3:29])[C:9](=[O:28])[CH2:10][CH2:11][CH2:12][O:13][C:14]1[CH:19]=[CH:18][C:17]([O:20]CC2C=CC=CC=2)=[CH:16][CH:15]=1)[C:2]1[CH:7]=[CH:6][CH:5]=[CH:4][CH:3]=1.B(Cl)(Cl)Cl. (4) Given the product [Cl:1][C:2]1[C:3]([N:11]2[CH2:16][CH2:15][O:14][CH2:13][CH2:12]2)=[C:4]([CH:7]=[CH:8][CH:9]=1)[CH:5]=[O:6], predict the reactants needed to synthesize it. The reactants are: [Cl:1][C:2]1[C:3](F)=[C:4]([CH:7]=[CH:8][CH:9]=1)[CH:5]=[O:6].[NH:11]1[CH2:16][CH2:15][O:14][CH2:13][CH2:12]1.C(=O)([O-])[O-].[K+].[K+].CS(C)=O. (5) Given the product [CH3:34][C:31]1([CH3:33])[C:30]([CH3:35])([CH3:36])[O:29][B:28]([C:14]2[CH:15]=[CH:16][C:17]3[O:29][CH2:30][CH:31]4[CH2:33][C:39]4([CH2:38][OH:41])[C:18]=3[CH:19]=2)[O:32]1, predict the reactants needed to synthesize it. The reactants are: [CH:14]1(P([CH:14]2[CH2:19][CH2:18][CH2:17][CH2:16][CH2:15]2)[CH:14]2[CH2:19][CH2:18][CH2:17][CH2:16][CH2:15]2)[CH2:19][CH2:18][CH2:17][CH2:16][CH2:15]1.[CH3:35][C:30]1([CH3:36])[C:31]([CH3:34])([CH3:33])[O:32][B:28]([B:28]2[O:32][C:31]([CH3:34])([CH3:33])[C:30]([CH3:36])([CH3:35])[O:29]2)[O:29]1.[C:38]([O-:41])(=O)[CH3:39].[K+]. (6) Given the product [Cl:25][C:26]1[C:34]([Cl:35])=[CH:33][CH:32]=[CH:31][C:27]=1[C:28]([N:11]1[CH2:12][CH2:13][N:8]([C:5]2[CH:6]=[CH:7][C:2]([F:1])=[CH:3][C:4]=2[CH3:15])[C:9](=[O:14])[CH2:10]1)=[O:29], predict the reactants needed to synthesize it. The reactants are: [F:1][C:2]1[CH:7]=[CH:6][C:5]([N:8]2[CH2:13][CH2:12][NH:11][CH2:10][C:9]2=[O:14])=[C:4]([CH3:15])[CH:3]=1.CCN(C(C)C)C(C)C.[Cl:25][C:26]1[C:34]([Cl:35])=[CH:33][CH:32]=[CH:31][C:27]=1[C:28](Cl)=[O:29].C(O)(=O)CC(CC(O)=O)(C(O)=O)O.